From a dataset of NCI-60 drug combinations with 297,098 pairs across 59 cell lines. Regression. Given two drug SMILES strings and cell line genomic features, predict the synergy score measuring deviation from expected non-interaction effect. (1) Cell line: CCRF-CEM. Synergy scores: CSS=58.1, Synergy_ZIP=-2.16, Synergy_Bliss=-3.66, Synergy_Loewe=-22.7, Synergy_HSA=-2.15. Drug 1: CNC(=O)C1=CC=CC=C1SC2=CC3=C(C=C2)C(=NN3)C=CC4=CC=CC=N4. Drug 2: C1=CN(C(=O)N=C1N)C2C(C(C(O2)CO)O)O.Cl. (2) Drug 1: CCC1=C2CN3C(=CC4=C(C3=O)COC(=O)C4(CC)O)C2=NC5=C1C=C(C=C5)O. Drug 2: C1=CC=C(C(=C1)C(C2=CC=C(C=C2)Cl)C(Cl)Cl)Cl. Cell line: U251. Synergy scores: CSS=36.3, Synergy_ZIP=2.26, Synergy_Bliss=1.07, Synergy_Loewe=-31.7, Synergy_HSA=-0.780.